From a dataset of Reaction yield outcomes from USPTO patents with 853,638 reactions. Predict the reaction yield, written as a fraction of the theoretical maximum amount of product (1.0 means a 100% yield; for example, 0.34 means a 34% yield). (1) The product is [C:1]([O:9][CH2:10][CH2:16][CH2:15][CH2:14][CH2:13][CH2:12][NH2:11])(=[O:8])[C:2]1[CH:7]=[CH:6][CH:5]=[CH:4][CH:3]=1. The yield is 0.820. The reactants are [C:1]([O:9][CH3:10])(=[O:8])[C:2]1[CH:7]=[CH:6][CH:5]=[CH:4][CH:3]=1.[NH2:11][CH2:12][CH2:13][CH2:14][CH2:15][CH2:16]CO.C(OC(C)C)(C)C. No catalyst specified. (2) The reactants are Cl[C:2]1[CH:7]=[CH:6][N:5]=[C:4]([S:8][CH3:9])[N:3]=1.[NH2:10][NH2:11].C(=O)([O-])[O-].[K+].[K+]. The catalyst is C(O)C. The product is [CH3:9][S:8][C:4]1[N:3]=[C:2]([NH:10][NH2:11])[CH:7]=[CH:6][N:5]=1. The yield is 0.576.